From a dataset of NCI-60 drug combinations with 297,098 pairs across 59 cell lines. Regression. Given two drug SMILES strings and cell line genomic features, predict the synergy score measuring deviation from expected non-interaction effect. (1) Drug 1: CN(C(=O)NC(C=O)C(C(C(CO)O)O)O)N=O. Drug 2: C1CCC(C(C1)N)N.C(=O)(C(=O)[O-])[O-].[Pt+4]. Cell line: HL-60(TB). Synergy scores: CSS=-4.48, Synergy_ZIP=-15.1, Synergy_Bliss=-33.6, Synergy_Loewe=-87.2, Synergy_HSA=-35.4. (2) Drug 1: C1=CC=C(C(=C1)C(C2=CC=C(C=C2)Cl)C(Cl)Cl)Cl. Drug 2: CCCCCOC(=O)NC1=NC(=O)N(C=C1F)C2C(C(C(O2)C)O)O. Cell line: K-562. Synergy scores: CSS=7.63, Synergy_ZIP=-1.30, Synergy_Bliss=1.54, Synergy_Loewe=1.17, Synergy_HSA=-0.192.